Predict the product of the given reaction. From a dataset of Forward reaction prediction with 1.9M reactions from USPTO patents (1976-2016). (1) Given the reactants [CH:1]1([C:4]2[NH:5][C:6]3[CH:12]=[C:11]([NH2:13])[CH:10]=[CH:9][C:7]=3[N:8]=2)[CH2:3][CH2:2]1.[Br:14]Br, predict the reaction product. The product is: [CH:1]1([C:4]2[NH:5][C:6]3[C:12]([Br:14])=[C:11]([NH2:13])[CH:10]=[CH:9][C:7]=3[N:8]=2)[CH2:3][CH2:2]1. (2) Given the reactants Br[C:2]1[CH:7]=[CH:6][C:5]([CH:8]([N:15]([CH3:29])[C:16](=[O:28])[CH2:17][N:18]([C:20]2[CH:25]=[CH:24][C:23]([Cl:26])=[C:22]([Cl:27])[CH:21]=2)[CH3:19])[CH2:9][N:10]2[CH2:14][CH2:13][CH2:12][CH2:11]2)=[CH:4][CH:3]=1.[NH2:30][C:31]([C:33]1[CH:38]=[CH:37][CH:36]=[CH:35][C:34]=1B(O)O)=[O:32].C([O-])([O-])=O.[Na+].[Na+].C(OCC)(=O)C, predict the reaction product. The product is: [Cl:27][C:22]1[CH:21]=[C:20]([N:18]([CH3:19])[CH2:17][C:16]([N:15]([CH3:29])[CH:8]([C:5]2[CH:6]=[CH:7][C:2]([C:34]3[C:33]([C:31]([NH2:30])=[O:32])=[CH:38][CH:37]=[CH:36][CH:35]=3)=[CH:3][CH:4]=2)[CH2:9][N:10]2[CH2:14][CH2:13][CH2:12][CH2:11]2)=[O:28])[CH:25]=[CH:24][C:23]=1[Cl:26]. (3) The product is: [F:1][C:2]1[CH:3]=[CH:4][C:5]([C:8]2[C:13]3[CH:14]=[CH:15][C:16]([NH2:18])=[CH:17][C:12]=3[O:11][C:10]([CH3:22])([CH3:21])[N:9]=2)=[CH:6][CH:7]=1. Given the reactants [F:1][C:2]1[CH:7]=[CH:6][C:5]([C:8]2[C:13]3[CH:14]=[CH:15][C:16]([N+:18]([O-])=O)=[CH:17][C:12]=3[O:11][C:10]([CH3:22])([CH3:21])[N:9]=2)=[CH:4][CH:3]=1.[Cl-].[NH4+].C(O)C, predict the reaction product.